From a dataset of Catalyst prediction with 721,799 reactions and 888 catalyst types from USPTO. Predict which catalyst facilitates the given reaction. (1) Reactant: [ClH:1].[CH2:2]1[CH2:7][CH:6]([CH:8]([C:15]([OH:17])=[O:16])[C:9]2[CH:14]=[CH:13][CH:12]=[CH:11][CH:10]=2)[NH:5][CH2:4][CH2:3]1.[C:18](OC)(OC)(OC)C. Product: [CH3:18][O:16][C:15]([C@@H:8]([C:9]1[CH:10]=[CH:11][CH:12]=[CH:13][CH:14]=1)[C@H:6]1[NH:5][CH2:4][CH2:3][CH2:2][CH2:7]1)=[O:17].[ClH:1]. The catalyst class is: 5. (2) Reactant: [Br:1][C:2]1[CH:9]=[CH:8][CH:7]=[CH:6][C:3]=1[CH2:4][OH:5].[H-].[Na+].[CH3:12][O:13][CH2:14]Cl. Product: [Br:1][C:2]1[CH:9]=[CH:8][CH:7]=[CH:6][C:3]=1[CH2:4][O:5][CH2:12][O:13][CH3:14]. The catalyst class is: 1.